This data is from Forward reaction prediction with 1.9M reactions from USPTO patents (1976-2016). The task is: Predict the product of the given reaction. (1) Given the reactants [NH2:1][CH2:2][CH2:3][CH2:4][S:5][C:6]1[C:16]2[CH2:15][CH2:14][N:13](C(OC(C)(C)C)=O)[CH2:12][CH2:11][C:10]=2[CH:9]=[CH:8][C:7]=1[Cl:24].C(N(CC)CC)C.[C:32](Cl)(=[O:39])[C:33]1[CH:38]=[CH:37][CH:36]=[CH:35][CH:34]=1.[F:41][C:42]([F:47])([F:46])[C:43]([OH:45])=[O:44], predict the reaction product. The product is: [F:41][C:42]([F:47])([F:46])[C:43]([OH:45])=[O:44].[C:32]([NH:1][CH2:2][CH2:3][CH2:4][S:5][C:6]1[C:16]2[CH2:15][CH2:14][NH:13][CH2:12][CH2:11][C:10]=2[CH:9]=[CH:8][C:7]=1[Cl:24])(=[O:39])[C:33]1[CH:38]=[CH:37][CH:36]=[CH:35][CH:34]=1. (2) Given the reactants [CH3:1][O:2][C:3]1[CH:12]=[C:11]2[C:6]([CH:7]=[CH:8][CH:9]=[C:10]2[C:13]#[N:14])=[CH:5][CH:4]=1.[Br:15][Br:16], predict the reaction product. The product is: [Br:15][C:12]1[C:3]([O:2][CH3:1])=[CH:4][CH:5]=[C:6]2[C:11]=1[C:10]([C:13]#[N:14])=[CH:9][CH:8]=[CH:7]2.[Br:15][Br:16]. (3) The product is: [O:17]1[C:2]2[C:3](=[CH:4][CH:5]=[C:6]3[CH:7]=[CH:8][CH:9]=[CH:10][C:11]3=2)[CH2:12][CH2:13][C@@H:14]1[CH2:15][OH:16]. Given the reactants O[C:2]1[C:11]2[C:6](=[CH:7][CH:8]=[CH:9][CH:10]=2)[CH:5]=[CH:4][C:3]=1[CH2:12][CH2:13][C@H:14]([OH:17])[CH2:15][OH:16].[OH-].[Na+], predict the reaction product. (4) Given the reactants [CH2:1]([O:3][C:4]([NH:6][N:7]=[CH:8][CH2:9][CH:10]1[CH2:12][CH2:11]1)=[O:5])[CH3:2], predict the reaction product. The product is: [CH2:1]([O:3][C:4]([NH:6][NH:7][CH2:8][CH2:9][CH:10]1[CH2:11][CH2:12]1)=[O:5])[CH3:2]. (5) The product is: [CH3:1][O:2][C:3](=[O:13])[CH2:4][CH2:5][CH2:6][CH2:7][CH2:8][CH2:9][CH2:10][CH:11]=[CH2:12]. Given the reactants [CH3:1][O:2][C:3](=[O:13])[CH2:4][CH2:5][CH2:6][CH2:7][CH2:8][CH2:9][CH:10]=[CH:11][CH3:12].COC(=O)CCCCCC=CCC.COC(=O)CCCCC=CCCC, predict the reaction product. (6) Given the reactants [Br:1][C:2]1[CH:3]=[CH:4][C:5]2[S:9](=[O:11])(=[O:10])[N:8]([CH2:12][CH2:13][S:14](Cl)(=[O:16])=[O:15])[CH:7]([CH3:18])[C:6]=2[CH:19]=1.[CH3:20][NH2:21], predict the reaction product. The product is: [Br:1][C:2]1[CH:3]=[CH:4][C:5]2[S:9](=[O:11])(=[O:10])[N:8]([CH2:12][CH2:13][S:14]([NH:21][CH3:20])(=[O:16])=[O:15])[CH:7]([CH3:18])[C:6]=2[CH:19]=1. (7) Given the reactants C[O:2][C:3]1[C:8]2[NH:9][C:10]([C:12]3[S:13][CH:14]=[CH:15][CH:16]=3)=[N:11][C:7]=2[C:6]([C:17]([NH:19][CH2:20][CH:21]2[CH2:26][CH2:25][CH2:24][N:23](C(OC(C)(C)C)=O)[CH2:22]2)=[O:18])=[CH:5][CH:4]=1.B(Br)(Br)Br, predict the reaction product. The product is: [OH:2][C:3]1[C:8]2[NH:9][C:10]([C:12]3[S:13][CH:14]=[CH:15][CH:16]=3)=[N:11][C:7]=2[C:6]([C:17]([NH:19][CH2:20][CH:21]2[CH2:26][CH2:25][CH2:24][NH:23][CH2:22]2)=[O:18])=[CH:5][CH:4]=1.